This data is from Reaction yield outcomes from USPTO patents with 853,638 reactions. The task is: Predict the reaction yield, written as a fraction of the theoretical maximum amount of product (1.0 means a 100% yield; for example, 0.34 means a 34% yield). (1) The yield is 0.980. The product is [F:1][C:2]1[CH:3]=[CH:4][C:5]2[N:6]([C:8]([CH3:15])=[C:9]([C:11]([N:13]=[N+:14]=[N-:17])=[O:12])[N:10]=2)[CH:7]=1. The catalyst is O. The reactants are [F:1][C:2]1[CH:3]=[CH:4][C:5]2[N:6]([C:8]([CH3:15])=[C:9]([C:11]([NH:13][NH2:14])=[O:12])[N:10]=2)[CH:7]=1.Cl.[N:17]([O-])=O.[Na+].C([O-])(O)=O.[Na+]. (2) The reactants are [F:1][C:2]1[CH:7]=[CH:6][C:5]([NH:8][C:9]([C:11]2([C:14]([NH:16][C:17]3[CH:22]=[CH:21][C:20]([O:23][C:24]4[C:33]5[C:28](=[CH:29][C:30]([O:35][CH3:36])=[C:31]([OH:34])[CH:32]=5)[N:27]=[CH:26][N:25]=4)=[C:19]([F:37])[CH:18]=3)=[O:15])[CH2:13][CH2:12]2)=[O:10])=[CH:4][CH:3]=1.C1C=CC(P(C2C=CC=CC=2)C2C=CC=CC=2)=CC=1.[N:57]1([CH2:63][CH2:64][CH2:65]O)[CH2:62][CH2:61][O:60][CH2:59][CH2:58]1.CCOC(/N=N/C(OCC)=O)=O. The catalyst is C(Cl)Cl. The product is [F:1][C:2]1[CH:3]=[CH:4][C:5]([NH:8][C:9]([C:11]2([C:14]([NH:16][C:17]3[CH:22]=[CH:21][C:20]([O:23][C:24]4[C:33]5[C:28](=[CH:29][C:30]([O:35][CH3:36])=[C:31]([O:34][CH2:65][CH2:64][CH2:63][N:57]6[CH2:62][CH2:61][O:60][CH2:59][CH2:58]6)[CH:32]=5)[N:27]=[CH:26][N:25]=4)=[C:19]([F:37])[CH:18]=3)=[O:15])[CH2:13][CH2:12]2)=[O:10])=[CH:6][CH:7]=1. The yield is 0.100. (3) The yield is 0.499. The product is [C:1]([O:5][C:6]([C@@H:8]([CH2:13][C:26]1[CH:16]=[CH:17][C:18]2[O:22][C:21]([F:23])([F:24])[O:20][C:19]=2[CH:25]=1)[C:9]([O:11][CH3:12])=[O:10])=[O:7])([CH3:4])([CH3:3])[CH3:2]. The reactants are [C:1]([O:5][C:6]([C@H:8]([CH2:13]I)[C:9]([O:11][CH3:12])=[O:10])=[O:7])([CH3:4])([CH3:3])[CH3:2].Br[C:16]1[CH:26]=[CH:25][C:19]2[O:20][C:21]([F:24])([F:23])[O:22][C:18]=2[CH:17]=1. The catalyst is CN(C=O)C.[Zn].C1C=CC(/C=C/C(/C=C/C2C=CC=CC=2)=O)=CC=1.C1C=CC(/C=C/C(/C=C/C2C=CC=CC=2)=O)=CC=1.C1C=CC(/C=C/C(/C=C/C2C=CC=CC=2)=O)=CC=1.[Pd].[Pd].II. (4) The reactants are Cl.Cl.[CH3:3][N:4]([CH3:10])[C@@H:5]1[CH2:9][CH2:8][NH:7][CH2:6]1.[Cl:11][C:12]1[C:13]([C:31]2[CH:32]=[N:33][N:34]3[CH:39]=[CH:38][CH:37]=[CH:36][C:35]=23)=[N:14][C:15]([NH:18][C:19]2[CH:24]=[C:23]([N+:25]([O-:27])=[O:26])[C:22](F)=[CH:21][C:20]=2[O:29][CH3:30])=[N:16][CH:17]=1.CCN(C(C)C)C(C)C. The catalyst is CC(N(C)C)=O.CO. The product is [Cl:11][C:12]1[C:13]([C:31]2[CH:32]=[N:33][N:34]3[CH:39]=[CH:38][CH:37]=[CH:36][C:35]=23)=[N:14][C:15]([NH:18][C:19]2[CH:24]=[C:23]([N+:25]([O-:27])=[O:26])[C:22]([N:7]3[CH2:8][CH2:9][C@@H:5]([N:4]([CH3:10])[CH3:3])[CH2:6]3)=[CH:21][C:20]=2[O:29][CH3:30])=[N:16][CH:17]=1. The yield is 0.610. (5) The reactants are [F:1][C:2]1[CH:3]=[CH:4][C:5]([OH:12])=[C:6]([CH:11]=1)[C:7]([O:9][CH3:10])=[O:8].F[C:14]1[CH:19]=[CH:18][CH:17]=[CH:16][C:15]=1[N+:20]([O-:22])=[O:21].C(=O)([O-])[O-].[Cs+].[Cs+].C(OCC)(=O)C. The catalyst is C(#N)C. The product is [F:1][C:2]1[CH:3]=[CH:4][C:5]([O:12][C:14]2[CH:19]=[CH:18][CH:17]=[CH:16][C:15]=2[N+:20]([O-:22])=[O:21])=[C:6]([CH:11]=1)[C:7]([O:9][CH3:10])=[O:8]. The yield is 0.840. (6) The reactants are [C:1]([O:5][C:6]([N:8]1[C:16]2[C:11](=[CH:12][C:13]([CH:17]=[CH2:18])=[CH:14][CH:15]=2)[CH2:10][CH2:9]1)=[O:7])([CH3:4])([CH3:3])[CH3:2].Br[CH:20]([C:25]1[CH:26]=[C:27]([Cl:33])[C:28]([F:32])=[C:29]([Cl:31])[CH:30]=1)[C:21]([F:24])([F:23])[F:22].N1C=CC=CC=1C1C=CC=CN=1. The catalyst is ClC1C=CC=CC=1Cl.Cl[Cu]. The product is [Cl:31][C:29]1[CH:30]=[C:25]([CH:20]([C:21]([F:24])([F:23])[F:22])/[CH:18]=[CH:17]/[C:13]2[CH:12]=[C:11]3[C:16](=[CH:15][CH:14]=2)[N:8]([C:6]([O:5][C:1]([CH3:4])([CH3:3])[CH3:2])=[O:7])[CH2:9][CH2:10]3)[CH:26]=[C:27]([Cl:33])[C:28]=1[F:32]. The yield is 0.610. (7) The reactants are CC(C[C:5]([OH:7])=[O:6])=O.C[Si]([N-:12][Si](C)(C)C)(C)C.[Na+].C([N:20]1[CH:24]=[CH:23][N:22]=[CH:21]1)([N:20]1[CH:24]=[CH:23][N:22]=[CH:21]1)=O.CN(C=O)C. The catalyst is C1COCC1. The product is [C:5](=[O:6])([OH:7])[NH2:12].[NH:20]1[CH:24]=[CH:23][N:22]=[CH:21]1. The yield is 1.00. (8) The reactants are C([O-])=O.[NH4+].[CH2:5]([O:12][C:13]1[C:18]([O:19][CH3:20])=[CH:17][C:16]([C:21](=[O:23])[CH3:22])=[C:15]([N+:24]([O-])=O)[CH:14]=1)[C:6]1[CH:11]=[CH:10][CH:9]=[CH:8][CH:7]=1.C1(C)C=CC=CC=1. The catalyst is [Fe].O. The product is [NH2:24][C:15]1[CH:14]=[C:13]([O:12][CH2:5][C:6]2[CH:11]=[CH:10][CH:9]=[CH:8][CH:7]=2)[C:18]([O:19][CH3:20])=[CH:17][C:16]=1[C:21](=[O:23])[CH3:22]. The yield is 0.900. (9) The reactants are [C:1]([NH:20][CH:21]1[CH2:26][CH2:25][CH2:24][NH:23][C:22]1=O)([C:14]1[CH:19]=[CH:18][CH:17]=[CH:16][CH:15]=1)([C:8]1[CH:13]=[CH:12][CH:11]=[CH:10][CH:9]=1)[C:2]1[CH:7]=[CH:6][CH:5]=[CH:4][CH:3]=1.[H-].[H-].[H-].[H-].[Li+].[Al+3].O.[OH-].[Na+]. The catalyst is O1CCCC1. The product is [NH:23]1[CH2:24][CH2:25][CH2:26][CH:21]([NH:20][C:1]([C:8]2[CH:13]=[CH:12][CH:11]=[CH:10][CH:9]=2)([C:2]2[CH:3]=[CH:4][CH:5]=[CH:6][CH:7]=2)[C:14]2[CH:19]=[CH:18][CH:17]=[CH:16][CH:15]=2)[CH2:22]1. The yield is 0.850.